This data is from Peptide-MHC class II binding affinity with 134,281 pairs from IEDB. The task is: Regression. Given a peptide amino acid sequence and an MHC pseudo amino acid sequence, predict their binding affinity value. This is MHC class II binding data. (1) The peptide sequence is CDGRGKSTRSTTDSG. The MHC is HLA-DQA10501-DQB10402 with pseudo-sequence HLA-DQA10501-DQB10402. The binding affinity (normalized) is 0.567. (2) The peptide sequence is QFGTMPSLTMACMAK. The MHC is DRB1_1101 with pseudo-sequence DRB1_1101. The binding affinity (normalized) is 0.236. (3) The MHC is HLA-DPA10103-DPB10301 with pseudo-sequence HLA-DPA10103-DPB10301. The binding affinity (normalized) is 0.0288. The peptide sequence is FGHDGTVWAQSADFP. (4) The peptide sequence is ISTNIRQAGVQYSRA. The MHC is HLA-DPA10103-DPB10401 with pseudo-sequence HLA-DPA10103-DPB10401. The binding affinity (normalized) is 0.0915.